From a dataset of NCI-60 drug combinations with 297,098 pairs across 59 cell lines. Regression. Given two drug SMILES strings and cell line genomic features, predict the synergy score measuring deviation from expected non-interaction effect. Drug 1: C1=NC(=NC(=O)N1C2C(C(C(O2)CO)O)O)N. Drug 2: CC1C(C(CC(O1)OC2CC(CC3=C2C(=C4C(=C3O)C(=O)C5=CC=CC=C5C4=O)O)(C(=O)C)O)N)O. Cell line: A498. Synergy scores: CSS=69.9, Synergy_ZIP=-2.25, Synergy_Bliss=0.554, Synergy_Loewe=-22.3, Synergy_HSA=3.16.